Predict the reactants needed to synthesize the given product. From a dataset of Full USPTO retrosynthesis dataset with 1.9M reactions from patents (1976-2016). (1) The reactants are: [CH3:1][C:2]1[O:3][C:4]([CH3:9])=[CH:5][C:6](=[O:8])[CH:7]=1. Given the product [CH3:1][CH:2]1[CH2:7][C:6](=[O:8])[CH2:5][CH:4]([CH3:9])[O:3]1, predict the reactants needed to synthesize it. (2) Given the product [F:1][C:2]([F:20])([F:21])[C:3]1[CH:4]=[CH:5][C:6]([C:9]2[CH:10]=[C:11]3[C:16](=[CH:17][CH:18]=2)[CH:15]([OH:19])[CH2:14][CH2:13][CH2:12]3)=[CH:7][CH:8]=1, predict the reactants needed to synthesize it. The reactants are: [F:1][C:2]([F:21])([F:20])[C:3]1[CH:8]=[CH:7][C:6]([C:9]2[CH:10]=[C:11]3[C:16](=[CH:17][CH:18]=2)[C:15](=[O:19])[CH2:14][CH2:13][CH2:12]3)=[CH:5][CH:4]=1.[BH4-].[Na+].Cl.C(OCC)(=O)C. (3) Given the product [CH:35]1([C:38]([O:28][C:26]2[C:20]3[O:21][C:22]([CH3:25])([CH3:24])[O:23][C:19]=3[CH:18]=[C:17]([CH2:16][NH:15]/[CH:14]=[C:5]3\[C:6](=[O:13])[NH:7][C:8](=[O:12])[C:9]4[C:4]\3=[CH:3][C:2]([Br:1])=[CH:11][CH:10]=4)[CH:27]=2)=[O:39])[CH2:37][CH2:36]1, predict the reactants needed to synthesize it. The reactants are: [Br:1][C:2]1[CH:3]=[C:4]2[C:9](=[CH:10][CH:11]=1)[C:8](=[O:12])[NH:7][C:6](=[O:13])/[C:5]/2=[CH:14]\[NH:15][CH2:16][C:17]1[CH:27]=[C:26]([OH:28])[C:20]2[O:21][C:22]([CH3:25])([CH3:24])[O:23][C:19]=2[CH:18]=1.N1C=CC=CC=1.[CH:35]1([C:38](Cl)=[O:39])[CH2:37][CH2:36]1. (4) Given the product [CH3:32][O:33][C:34]1[CH:41]=[CH:40][C:37]([CH2:38][C@:13]2([CH3:14])[C:12](=[O:15])[O:11][C@@H:10]([C:16]3[CH:17]=[CH:18][CH:19]=[CH:20][CH:21]=3)[N:9]2[C:1]([C:2]2[CH:7]=[CH:6][CH:5]=[CH:4][CH:3]=2)=[O:8])=[CH:36][CH:35]=1, predict the reactants needed to synthesize it. The reactants are: [C:1]([N:9]1[C@H:13]([CH3:14])[C:12](=[O:15])[O:11][C@H:10]1[C:16]1[CH:21]=[CH:20][CH:19]=[CH:18][CH:17]=1)(=[O:8])[C:2]1[CH:7]=[CH:6][CH:5]=[CH:4][CH:3]=1.[Li+].C[Si]([N-][Si](C)(C)C)(C)C.[CH3:32][O:33][C:34]1[CH:41]=[CH:40][C:37]([CH2:38]Br)=[CH:36][CH:35]=1.[NH4+].[Cl-]. (5) Given the product [NH2:33][CH2:32][CH2:31][C:29]([N:28]([C:25]1[CH:26]=[C:27]2[C:22](=[CH:23][CH:24]=1)[N:21]=[CH:20][N:19]=[C:18]2[NH:17][C:4]1[CH:5]=[CH:6][C:7]([O:8][CH2:9][C:10]2[CH:15]=[CH:14][CH:13]=[C:12]([F:16])[CH:11]=2)=[C:2]([Cl:1])[CH:3]=1)[CH3:38])=[O:30], predict the reactants needed to synthesize it. The reactants are: [Cl:1][C:2]1[CH:3]=[C:4]([NH:17][C:18]2[C:27]3[C:22](=[CH:23][CH:24]=[C:25]([N:28]([CH3:38])[C:29]([CH2:31][CH2:32][NH:33]C(=O)C=C)=[O:30])[CH:26]=3)[N:21]=[CH:20][N:19]=2)[CH:5]=[CH:6][C:7]=1[O:8][CH2:9][C:10]1[CH:15]=[CH:14][CH:13]=[C:12]([F:16])[CH:11]=1.NCCC(N(C1C=C2C(=CC=1)N=CN=C2NC1C=CC(OCC2C=CC=C(F)C=2)=C(Cl)C=1)CC)=O. (6) The reactants are: F[C:2]1[C:7]([C:8]2[CH:13]=[C:12]([O:14][CH2:15][C:16]3[CH:21]=[CH:20][CH:19]=[CH:18][N:17]=3)[N:11]=[C:10]3[CH2:22][CH2:23][CH2:24][C:9]=23)=[CH:6][CH:5]=[CH:4][N:3]=1.[C-:25]#[N:26].[Na+].O. Given the product [N:17]1[CH:18]=[CH:19][CH:20]=[CH:21][C:16]=1[CH2:15][O:14][C:12]1[N:11]=[C:10]2[CH2:22][CH2:23][CH2:24][C:9]2=[C:8]([C:7]2[C:2]([C:25]#[N:26])=[N:3][CH:4]=[CH:5][CH:6]=2)[CH:13]=1, predict the reactants needed to synthesize it. (7) Given the product [Cl:88][C:76]1[CH:75]=[CH:74][C:73]([C:72]2[C:67]([C@@H:57]([NH:56][C:53](=[O:55])[CH2:52][N:45]3[C:46]4[CH2:47][CH2:48][CH2:49][CH2:50][C:51]=4[C:43]([C:40]4([OH:39])[CH2:41][CH2:42]4)=[N:44]3)[CH2:58][C:59]3[CH:60]=[C:61]([F:66])[CH:62]=[C:63]([F:65])[CH:64]=3)=[N:68][C:69]([C:89]#[C:90][C:91]([OH:94])([CH3:92])[CH3:93])=[CH:70][CH:71]=2)=[C:81]2[C:77]=1[C:78]([NH:83][S:84]([CH3:87])(=[O:86])=[O:85])=[N:79][N:80]2[CH3:82], predict the reactants needed to synthesize it. The reactants are: BrC1C([C@@H](NC(=O)CN2C3C(F)(F)CCC(F)(F)C=3C(C(F)F)=N2)CC2C=C(F)C=C(F)C=2)=NC=C(Br)C=1.[OH:39][C:40]1([C:43]2[C:51]3[CH2:50][CH2:49][CH2:48][CH2:47][C:46]=3[N:45]([CH2:52][C:53]([OH:55])=O)[N:44]=2)[CH2:42][CH2:41]1.[NH2:56][C@H:57]([C:67]1[C:72]([C:73]2[CH:74]=[CH:75][C:76]([Cl:88])=[C:77]3[C:81]=2[N:80]([CH3:82])[N:79]=[C:78]3[NH:83][S:84]([CH3:87])(=[O:86])=[O:85])=[CH:71][CH:70]=[C:69]([C:89]#[C:90][C:91]([OH:94])([CH3:93])[CH3:92])[N:68]=1)[CH2:58][C:59]1[CH:64]=[C:63]([F:65])[CH:62]=[C:61]([F:66])[CH:60]=1.